From a dataset of Reaction yield outcomes from USPTO patents with 853,638 reactions. Predict the reaction yield, written as a fraction of the theoretical maximum amount of product (1.0 means a 100% yield; for example, 0.34 means a 34% yield). (1) The reactants are [Cl:1][C:2]1[CH:3]=[N+:4]([O-:45])[CH:5]=[C:6]([Cl:44])[C:7]=1[CH2:8][C@@H:9]([C:29]1[CH:34]=[CH:33][C:32]([O:35][CH:36]([F:38])[F:37])=[C:31]([O:39][CH2:40][CH:41]2[CH2:43][CH2:42]2)[CH:30]=1)[O:10][C:11]([CH:13]1[N:17]([C:18](=[O:28])[C:19]2[CH:24]=[CH:23][C:22]([N+:25]([O-])=O)=[CH:21][CH:20]=2)[CH2:16][CH2:15][S:14]1)=[O:12].O.O.[Sn](Cl)Cl. The catalyst is C1COCC1. The product is [NH2:25][C:22]1[CH:21]=[CH:20][C:19]([C:18]([N:17]2[CH2:16][CH2:15][S:14][CH:13]2[C:11]([O:10][C@H:9]([C:29]2[CH:34]=[CH:33][C:32]([O:35][CH:36]([F:37])[F:38])=[C:31]([O:39][CH2:40][CH:41]3[CH2:43][CH2:42]3)[CH:30]=2)[CH2:8][C:7]2[C:2]([Cl:1])=[CH:3][N+:4]([O-:45])=[CH:5][C:6]=2[Cl:44])=[O:12])=[O:28])=[CH:24][CH:23]=1. The yield is 0.240. (2) The reactants are Cl[C:2]1[N:7]=[CH:6][N:5]=[C:4]([NH2:8])[CH:3]=1.[C:9]1(B(O)O)[CH:14]=[CH:13][CH:12]=[CH:11][CH:10]=1.C(=O)([O-])[O-].[Na+].[Na+].C(O)C. The catalyst is C(COC)OC.Cl[Pd](Cl)([P](C1C=CC=CC=1)(C1C=CC=CC=1)C1C=CC=CC=1)[P](C1C=CC=CC=1)(C1C=CC=CC=1)C1C=CC=CC=1.O. The product is [C:9]1([C:2]2[N:7]=[CH:6][N:5]=[C:4]([NH2:8])[CH:3]=2)[CH:14]=[CH:13][CH:12]=[CH:11][CH:10]=1. The yield is 0.390. (3) The reactants are [NH2:1][C:2]1[CH:22]=[CH:21][CH:20]=[CH:19][C:3]=1[C:4]([NH:6][C:7]1[CH:12]=[CH:11][C:10]([CH:13]2[CH2:18][CH2:17][CH2:16][CH2:15][CH2:14]2)=[CH:9][CH:8]=1)=[O:5].C1(C2C=CC(N)=CC=2)CCCCC1.[Si]([O:43][CH2:44][CH2:45][O:46][C:47]1[C:54]([CH3:55])=[CH:53][C:50]([CH:51]=O)=[CH:49][C:48]=1[CH3:56])(C(C)(C)C)(C)C. The catalyst is C(O)C. The product is [CH:13]1([C:10]2[CH:11]=[CH:12][C:7]([N:6]3[C:4](=[O:5])[C:3]4[C:2](=[CH:22][CH:21]=[CH:20][CH:19]=4)[N:1]=[C:51]3[C:50]3[CH:53]=[C:54]([CH3:55])[C:47]([O:46][CH2:45][CH2:44][OH:43])=[C:48]([CH3:56])[CH:49]=3)=[CH:8][CH:9]=2)[CH2:18][CH2:17][CH2:16][CH2:15][CH2:14]1. The yield is 0.550. (4) The yield is 0.940. The reactants are [S:1]1[CH:5]=[CH:4][C:3]([CH:6]=O)=[CH:2]1.[CH3:8][O:9][CH:10]([O:13][CH3:14])[CH2:11][NH2:12]. The product is [CH3:8][O:9][CH:10]([O:13][CH3:14])[CH2:11][NH:12][CH2:6][C:3]1[CH:4]=[CH:5][S:1][CH:2]=1. The catalyst is C(O)C.[Pd]. (5) The reactants are [N:1]1[CH:6]=[CH:5][CH:4]=[CH:3][C:2]=1[NH2:7].[CH2:8]([N:15]1[CH2:20][CH2:19][CH:18]=[C:17]([CH2:21][CH2:22][C:23](O)=[O:24])[C:16]1=[O:26])[C:9]1[CH:14]=[CH:13][CH:12]=[CH:11][CH:10]=1. The catalyst is C(Cl)CCl. The product is [CH2:8]([N:15]1[CH2:20][CH2:19][CH:18]=[C:17]([CH2:21][CH2:22][C:23]([NH:7][C:2]2[CH:3]=[CH:4][CH:5]=[CH:6][N:1]=2)=[O:24])[C:16]1=[O:26])[C:9]1[CH:10]=[CH:11][CH:12]=[CH:13][CH:14]=1. The yield is 0.390. (6) The reactants are [BH4-].[Na+].[CH2:3]1[O:13][C:7]2([CH2:12][CH2:11][CH2:10][CH2:9][CH2:8]2)[O:6][CH2:5][CH2:4]1.Cl. The yield is 0.780. The catalyst is O1CCCC1.[Cl-].[Zr+4].[Cl-].[Cl-].[Cl-]. The product is [CH:7]1([O:6][CH2:5][CH2:4][CH2:3][OH:13])[CH2:12][CH2:11][CH2:10][CH2:9][CH2:8]1. (7) The reactants are [Cl:1][C:2]1[CH:3]=[C:4]2[C:8](=[CH:9][CH:10]=1)[N:7]([CH2:11][C:12]1[CH:13]=C([CH:17]=[CH:18][CH:19]=1)C#N)[C:6]([C:20]1[CH:21]=[N:22][CH:23]=[CH:24][CH:25]=1)=[C:5]2[CH3:26].Cl.[C:28]([OH:31])(=[O:30])[CH3:29]. No catalyst specified. The product is [NH4+:7].[OH-:30].[Cl:1][C:2]1[CH:3]=[C:4]2[C:8](=[CH:9][CH:10]=1)[N:7]([CH2:11][C:12]1[CH:13]=[C:29]([CH:17]=[CH:18][CH:19]=1)[C:28]([OH:31])=[O:30])[C:6]([C:20]1[CH:21]=[N:22][CH:23]=[CH:24][CH:25]=1)=[C:5]2[CH3:26]. The yield is 0.00100.